This data is from Forward reaction prediction with 1.9M reactions from USPTO patents (1976-2016). The task is: Predict the product of the given reaction. (1) Given the reactants [Cl:1][C:2]1[CH:7]=[CH:6][C:5]([C:8]2([CH3:35])[CH:12]([C:13]3[CH:18]=[CH:17][C:16]([Cl:19])=[CH:15][CH:14]=3)[N:11]([C:20](Cl)=[O:21])[C:10]([C:23]3[CH:28]=[CH:27][C:26]([O:29][CH3:30])=[CH:25][C:24]=3[O:31][CH:32]([CH3:34])[CH3:33])=[N:9]2)=[CH:4][CH:3]=1.[CH3:36][N:37]([CH3:46])[C:38]([N:40]1[CH2:45][CH2:44][NH:43][CH2:42][CH2:41]1)=[O:39], predict the reaction product. The product is: [CH3:36][N:37]([CH3:46])[C:38]([N:40]1[CH2:41][CH2:42][N:43]([C:20]([N:11]2[C@H:12]([C:13]3[CH:14]=[CH:15][C:16]([Cl:19])=[CH:17][CH:18]=3)[C@@:8]([C:5]3[CH:6]=[CH:7][C:2]([Cl:1])=[CH:3][CH:4]=3)([CH3:35])[N:9]=[C:10]2[C:23]2[CH:28]=[CH:27][C:26]([O:29][CH3:30])=[CH:25][C:24]=2[O:31][CH:32]([CH3:33])[CH3:34])=[O:21])[CH2:44][CH2:45]1)=[O:39]. (2) Given the reactants N[C:2](=[N:4][C:5]([NH:7][C:8]1[CH:13]=[CH:12][CH:11]=[C:10]([C:14]#[N:15])[CH:9]=1)=[S:6])[CH3:3].Br[CH2:17][C:18]([C:20]1[CH:25]=[CH:24][CH:23]=[CH:22][C:21]=1[C:26]([F:29])([F:28])[F:27])=[O:19].C(N(CC)CC)C, predict the reaction product. The product is: [CH3:3][C:2]1[N:4]=[C:5]([NH:7][C:8]2[CH:9]=[C:10]([CH:11]=[CH:12][CH:13]=2)[C:14]#[N:15])[S:6][C:17]=1[C:18](=[O:19])[C:20]1[CH:25]=[CH:24][CH:23]=[CH:22][C:21]=1[C:26]([F:27])([F:28])[F:29]. (3) The product is: [CH2:1]([N:5]1[C:9](=[O:10])[C:8]([NH:20][C:21]2[CH:22]=[CH:23][C:24]3[O:28][C:27]([C:29]([OH:31])=[O:30])=[CH:26][C:25]=3[CH:36]=2)=[C:7]([C:12]2[CH:17]=[CH:16][CH:15]=[CH:14][CH:13]=2)[S:6]1(=[O:19])=[O:18])[CH2:2][CH2:3][CH3:4]. Given the reactants [CH2:1]([N:5]1[C:9](=[O:10])[C:8](Cl)=[C:7]([C:12]2[CH:17]=[CH:16][CH:15]=[CH:14][CH:13]=2)[S:6]1(=[O:19])=[O:18])[CH2:2][CH2:3][CH3:4].[NH2:20][C:21]1[CH:22]=[CH:23][C:24]2[O:28][C:27]([C:29]([O:31]C(C)(C)C)=[O:30])=[CH:26][C:25]=2[CH:36]=1, predict the reaction product. (4) Given the reactants [C:1]([O:5][C:6](=[O:10])[C@@H:7]([CH3:9])[NH2:8])([CH3:4])([CH3:3])[CH3:2].C(N(CC)C(C)C)(C)C.[N:20]([CH:23]([CH2:29][CH2:30]Br)[C:24](OCC)=[O:25])=[N+:21]=[N-:22].[I-].[Na+], predict the reaction product. The product is: [N:20]([CH:23]1[CH2:29][CH2:30][N:8]([C@H:7]([CH3:9])[C:6]([O:5][C:1]([CH3:4])([CH3:3])[CH3:2])=[O:10])[C:24]1=[O:25])=[N+:21]=[N-:22]. (5) Given the reactants [CH2:1]([N:8]([CH2:16][C:17]1[CH:22]=[CH:21][CH:20]=[CH:19][CH:18]=1)[CH2:9][C@H:10]([OH:15])[C:11]([O:13][CH3:14])=[O:12])[C:2]1[CH:7]=[CH:6][CH:5]=[CH:4][CH:3]=1.CN1CCOCC1.[C:30]([O:34][CH3:35])(=[O:33])[C:31]#[CH:32], predict the reaction product. The product is: [CH2:16]([N:8]([CH2:1][C:2]1[CH:3]=[CH:4][CH:5]=[CH:6][CH:7]=1)[CH2:9][C@H:10]([O:15][CH:32]=[CH:31][C:30]([O:34][CH3:35])=[O:33])[C:11]([O:13][CH3:14])=[O:12])[C:17]1[CH:18]=[CH:19][CH:20]=[CH:21][CH:22]=1.